From a dataset of Forward reaction prediction with 1.9M reactions from USPTO patents (1976-2016). Predict the product of the given reaction. (1) Given the reactants [N+:1]([C:4]1[CH:9]=[C:8]([C:10]([F:13])([F:12])[F:11])[CH:7]=[CH:6][C:5]=1[N:14]1[CH:18]=[CH:17][CH:16]=[N:15]1)([O-])=O, predict the reaction product. The product is: [N:14]1([C:5]2[CH:6]=[CH:7][C:8]([C:10]([F:11])([F:12])[F:13])=[CH:9][C:4]=2[NH2:1])[CH:18]=[CH:17][CH:16]=[N:15]1. (2) Given the reactants Cl[C:2]1[CH:9]=[CH:8][C:5]([CH:6]=[O:7])=[CH:4][CH:3]=1.[CH3:10][O:11][C:12]1[CH:17]=[CH:16][C:15](B(O)O)=[CH:14][CH:13]=1.[F-].[K+], predict the reaction product. The product is: [CH:6]([C:5]1[CH:8]=[CH:9][C:2]([C:15]2[CH:16]=[CH:17][C:12]([O:11][CH3:10])=[CH:13][CH:14]=2)=[CH:3][CH:4]=1)=[O:7]. (3) Given the reactants [NH2:1][C:2]1[CH:7]=[C:6]2[O:8][CH2:9][O:10][C:5]2=[CH:4][C:3]=1[C:11]1[CH:12]=[C:13]2[C:18](=[CH:19][CH:20]=1)[CH:17]=[C:16]([O:21][CH3:22])[CH:15]=[CH:14]2.Cl.[N:24]([O-])=O.[Na+].O, predict the reaction product. The product is: [CH3:22][O:21][C:16]1[CH:15]=[CH:14][C:13]2[C:18]([CH:17]=1)=[CH:19][CH:20]=[C:11]1[C:12]=2[N:24]=[N:1][C:2]2[CH:7]=[C:6]3[O:8][CH2:9][O:10][C:5]3=[CH:4][C:3]1=2. (4) The product is: [F:20][C:21]1[CH:26]=[CH:25][C:24]([C:2]2[S:3][CH:4]=[CH:5][C:6]=2[CH2:7][C:8]([O:10][CH2:11][CH3:12])=[O:9])=[C:23]([O:30][CH3:31])[CH:22]=1. Given the reactants Br[C:2]1[S:3][CH:4]=[CH:5][C:6]=1[CH2:7][C:8]([O:10][CH2:11][CH3:12])=[O:9].C1(C)C=CC=CC=1.[F:20][C:21]1[CH:26]=[CH:25][C:24](B(O)O)=[C:23]([O:30][CH3:31])[CH:22]=1.C([O-])([O-])=O.[Na+].[Na+], predict the reaction product. (5) Given the reactants O[C:2]1[C:11]2[C:6](=[N:7][CH:8]=[CH:9][CH:10]=2)[N:5]([C:12]2[CH:17]=[CH:16][CH:15]=[CH:14][CH:13]=2)[C:4](=[O:18])[C:3]=1[C:19](=O)[CH2:20][C:21]1[CH:26]=[CH:25][C:24]([O:27][CH3:28])=[C:23]([O:29][CH3:30])[CH:22]=1.O.[NH2:33][NH2:34], predict the reaction product. The product is: [CH3:30][O:29][C:23]1[CH:22]=[C:21]([CH:26]=[CH:25][C:24]=1[O:27][CH3:28])[CH2:20][C:19]1[C:3]2[C:4](=[O:18])[N:5]([C:12]3[CH:13]=[CH:14][CH:15]=[CH:16][CH:17]=3)[C:6]3[N:7]=[CH:8][CH:9]=[CH:10][C:11]=3[C:2]=2[NH:34][N:33]=1. (6) The product is: [C:12]([C:11]1[C:2]([S:1][CH:27]([C:32]2[CH:37]=[CH:36][CH:35]=[CH:34][CH:33]=2)[C:28]([O:30][CH3:31])=[O:29])=[N:3][C:4]2[CH2:5][CH2:6][CH2:7][CH2:8][C:9]=2[C:10]=1[C:14]1[CH:15]=[CH:16][CH:17]=[CH:18][CH:19]=1)#[N:13]. Given the reactants [SH:1][C:2]1[C:11]([C:12]#[N:13])=[C:10]([C:14]2[CH:19]=[CH:18][CH:17]=[CH:16][CH:15]=2)[C:9]2[CH2:8][CH2:7][CH2:6][CH2:5][C:4]=2[N:3]=1.C([O-])([O-])=O.[K+].[K+].Br[CH:27]([C:32]1[CH:37]=[CH:36][CH:35]=[CH:34][CH:33]=1)[C:28]([O:30][CH3:31])=[O:29], predict the reaction product. (7) Given the reactants [O:1]1[C:5]2[CH:6]=[CH:7][CH:8]=[CH:9][C:4]=2[C:3]([NH:10][C:11](=[O:18])OCC(Cl)(Cl)Cl)=[N:2]1.[F:19][C:20]1[CH:25]=[C:24]([F:26])[CH:23]=[CH:22][C:21]=1[C:27]1[CH:32]=[CH:31][N:30]=[C:29](N2CCNCC2)[CH:28]=1, predict the reaction product. The product is: [O:1]1[C:5]2[CH:6]=[CH:7][CH:8]=[CH:9][C:4]=2[C:3]([NH:10][C:11]([N:30]2[CH2:31][CH2:32][CH:27]([C:29]3[CH:28]=[C:27]([C:21]4[CH:22]=[CH:23][C:24]([F:26])=[CH:25][C:20]=4[F:19])[CH:32]=[CH:31][N:30]=3)[CH2:28][CH2:29]2)=[O:18])=[N:2]1.